Dataset: Peptide-MHC class II binding affinity with 134,281 pairs from IEDB. Task: Regression. Given a peptide amino acid sequence and an MHC pseudo amino acid sequence, predict their binding affinity value. This is MHC class II binding data. (1) The peptide sequence is YDKFLANVSTVLTFK. The MHC is DRB1_0101 with pseudo-sequence DRB1_0101. The binding affinity (normalized) is 0.814. (2) The peptide sequence is VMDIISRKDQRGSGQVG. The MHC is DRB1_0901 with pseudo-sequence DRB1_0901. The binding affinity (normalized) is 0. (3) The peptide sequence is WKPDTVYTSKLQFGA. The MHC is DRB1_0901 with pseudo-sequence DRB1_0901. The binding affinity (normalized) is 0.0525. (4) The peptide sequence is DVKFPGGGQIVGGVY. The MHC is DRB1_0405 with pseudo-sequence DRB1_0405. The binding affinity (normalized) is 0. (5) The peptide sequence is QAHSLERVCHCLGKWLGHPD. The MHC is H-2-IAk with pseudo-sequence H-2-IAk. The binding affinity (normalized) is 0. (6) The peptide sequence is AFKVAATAANAAPNN. The MHC is DRB1_0701 with pseudo-sequence DRB1_0701. The binding affinity (normalized) is 0.789.